From a dataset of NCI-60 drug combinations with 297,098 pairs across 59 cell lines. Regression. Given two drug SMILES strings and cell line genomic features, predict the synergy score measuring deviation from expected non-interaction effect. (1) Cell line: EKVX. Drug 2: C1CC(C1)(C(=O)O)C(=O)O.[NH2-].[NH2-].[Pt+2]. Synergy scores: CSS=3.47, Synergy_ZIP=0.491, Synergy_Bliss=-5.82, Synergy_Loewe=-7.11, Synergy_HSA=-4.81. Drug 1: CC1=CC2C(CCC3(C2CCC3(C(=O)C)OC(=O)C)C)C4(C1=CC(=O)CC4)C. (2) Drug 1: C1CCC(CC1)NC(=O)N(CCCl)N=O. Drug 2: C1C(C(OC1N2C=NC(=NC2=O)N)CO)O. Cell line: U251. Synergy scores: CSS=32.0, Synergy_ZIP=-4.10, Synergy_Bliss=2.53, Synergy_Loewe=1.90, Synergy_HSA=2.14. (3) Drug 1: C1=C(C(=O)NC(=O)N1)F. Drug 2: C1=NNC2=C1C(=O)NC=N2. Cell line: SNB-19. Synergy scores: CSS=16.4, Synergy_ZIP=-9.18, Synergy_Bliss=-7.34, Synergy_Loewe=-12.2, Synergy_HSA=-6.08. (4) Drug 1: CCN(CC)CCCC(C)NC1=C2C=C(C=CC2=NC3=C1C=CC(=C3)Cl)OC. Drug 2: B(C(CC(C)C)NC(=O)C(CC1=CC=CC=C1)NC(=O)C2=NC=CN=C2)(O)O. Cell line: CCRF-CEM. Synergy scores: CSS=35.1, Synergy_ZIP=-5.82, Synergy_Bliss=-6.95, Synergy_Loewe=-24.5, Synergy_HSA=-5.68. (5) Drug 1: CCC1=CC2CC(C3=C(CN(C2)C1)C4=CC=CC=C4N3)(C5=C(C=C6C(=C5)C78CCN9C7C(C=CC9)(C(C(C8N6C)(C(=O)OC)O)OC(=O)C)CC)OC)C(=O)OC.C(C(C(=O)O)O)(C(=O)O)O. Drug 2: CC1=C(C(=CC=C1)Cl)NC(=O)C2=CN=C(S2)NC3=CC(=NC(=N3)C)N4CCN(CC4)CCO. Cell line: SK-MEL-5. Synergy scores: CSS=28.0, Synergy_ZIP=4.80, Synergy_Bliss=7.55, Synergy_Loewe=-6.26, Synergy_HSA=0.444.